This data is from Forward reaction prediction with 1.9M reactions from USPTO patents (1976-2016). The task is: Predict the product of the given reaction. (1) Given the reactants [I:1][C:2]1[N:10]=[CH:9][N:8]=[C:7]2[C:3]=1[N:4]=[CH:5][NH:6]2.[OH2:11].[C:12]1(C)C=[CH:16][C:15](S(O)(=O)=O)=[CH:14][CH:13]=1, predict the reaction product. The product is: [I:1][C:2]1[N:10]=[CH:9][N:8]=[C:7]2[C:3]=1[N:4]=[CH:5][N:6]2[CH:16]1[CH2:15][CH2:14][CH2:13][CH2:12][O:11]1. (2) Given the reactants [CH3:1][C:2]1[S:3][CH:4]=[CH:5][C:6]=1[CH3:7].[C:8](Cl)(=[O:10])[CH3:9].[Sn](Cl)(Cl)(Cl)Cl, predict the reaction product. The product is: [CH3:7][C:6]1[CH:5]=[C:4]([C:8]([CH3:9])=[O:10])[S:3][C:2]=1[CH3:1]. (3) Given the reactants [CH:1]1([N:4]2[C:8]3[C:9]([O:22][C@@H:23]([C@H:25]4[CH2:29][NH:28][C:27](=[O:30])[CH2:26]4)[CH3:24])=[N:10][C:11](B4OC(C)(C)C(C)(C)O4)=[CH:12][C:7]=3[N:6]=[CH:5]2)[CH2:3][CH2:2]1.Br[C:32]1[S:40][C:35]2=[CH:36][N:37]=[CH:38][CH:39]=[C:34]2[CH:33]=1.C([O-])([O-])=O.[Na+].[Na+].N#N, predict the reaction product. The product is: [CH:1]1([N:4]2[C:8]3[C:9]([O:22][C@@H:23]([C@H:25]4[CH2:29][NH:28][C:27](=[O:30])[CH2:26]4)[CH3:24])=[N:10][C:11]([CH:32]4[S:40][C:35]5=[CH:36][N:37]=[CH:38][CH:39]=[C:34]5[CH2:33]4)=[CH:12][C:7]=3[N:6]=[CH:5]2)[CH2:2][CH2:3]1. (4) The product is: [O:17]1[CH:21]=[CH:20][C:19]([C:22]2[NH:5][C:6]3[C:7]([CH:23]=2)=[CH:8][CH:9]=[C:10]([O:12][CH3:13])[CH:11]=3)=[CH:18]1. Given the reactants FC(F)(F)C([NH:5][C:6]1[CH:11]=[C:10]([O:12][CH3:13])[CH:9]=[CH:8][C:7]=1I)=O.[O:17]1[CH:21]=[CH:20][C:19]([C:22]#[C:23][Si](C)(C)C)=[CH:18]1.[F-].C([N+](CCCC)(CCCC)CCCC)CCC.C(=O)([O-])[O-].[K+].[K+], predict the reaction product. (5) Given the reactants [CH3:1][S:2]([C:5]1[CH:10]=[CH:9][C:8](/[C:11](/[CH2:22][O:23][C:24]([O:26][CH2:27][CH2:28][CH2:29][CH2:30][CH2:31][O:32][N+:33]([O-:35])=[O:34])=[O:25])=[C:12](\[C:16]2[CH:21]=[CH:20][CH:19]=[CH:18][CH:17]=2)/[C:13]([OH:15])=[O:14])=[CH:7][CH:6]=1)(=[O:4])=[O:3].[Br-].Br[CH2:38][CH2:39][NH+:40]([CH2:43][CH3:44])[CH2:41][CH3:42].C([O-])([O-])=O.[K+].[K+].[NH4+].[Cl-:52], predict the reaction product. The product is: [Cl-:52].[CH2:39]([NH+:40]([CH2:43][CH3:44])[CH2:41][CH2:42][O:14][C:13](=[O:15])/[C:12](/[C:16]1[CH:21]=[CH:20][CH:19]=[CH:18][CH:17]=1)=[C:11](/[C:8]1[CH:7]=[CH:6][C:5]([S:2]([CH3:1])(=[O:4])=[O:3])=[CH:10][CH:9]=1)\[CH2:22][O:23][C:24]([O:26][CH2:27][CH2:28][CH2:29][CH2:30][CH2:31][O:32][N+:33]([O-:35])=[O:34])=[O:25])[CH3:38]. (6) Given the reactants [Cl:1][C:2]1[CH:3]=[CH:4][C:5]([OH:21])=[C:6]([C:8]2[N:13]=[C:12]([NH:14][C@H:15]([CH2:19][CH3:20])[C:16]([NH2:18])=O)[CH:11]=[CH:10][N:9]=2)[CH:7]=1.B.C1COCC1, predict the reaction product. The product is: [NH2:18][CH2:16][C@H:15]([NH:14][C:12]1[CH:11]=[CH:10][N:9]=[C:8]([C:6]2[CH:7]=[C:2]([Cl:1])[CH:3]=[CH:4][C:5]=2[OH:21])[N:13]=1)[CH2:19][CH3:20].